Regression. Given a peptide amino acid sequence and an MHC pseudo amino acid sequence, predict their binding affinity value. This is MHC class I binding data. From a dataset of Peptide-MHC class I binding affinity with 185,985 pairs from IEDB/IMGT. (1) The peptide sequence is TTILGLLPM. The MHC is HLA-B48:01 with pseudo-sequence HLA-B48:01. The binding affinity (normalized) is 0.0847. (2) The peptide sequence is CIAWSSSSCH. The MHC is HLA-A31:01 with pseudo-sequence HLA-A31:01. The binding affinity (normalized) is 0.0757. (3) The peptide sequence is TSAPTTCSVL. The MHC is HLA-B51:01 with pseudo-sequence HLA-B51:01. The binding affinity (normalized) is 0. (4) The peptide sequence is ISIRPRVTK. The MHC is HLA-A02:01 with pseudo-sequence HLA-A02:01. The binding affinity (normalized) is 0. (5) The peptide sequence is TSLGLLYTV. The MHC is HLA-A02:06 with pseudo-sequence HLA-A02:06. The binding affinity (normalized) is 0.868. (6) The binding affinity (normalized) is 0.0847. The peptide sequence is IYWLIFWRF. The MHC is HLA-B57:01 with pseudo-sequence HLA-B57:01. (7) The peptide sequence is GTTFAEGVV. The MHC is HLA-A02:01 with pseudo-sequence HLA-A02:01. The binding affinity (normalized) is 0.0439.